From a dataset of Catalyst prediction with 721,799 reactions and 888 catalyst types from USPTO. Predict which catalyst facilitates the given reaction. (1) The catalyst class is: 4. Reactant: [N+:1]([C:4]1[CH:9]=[CH:8][C:7]([CH2:10][C:11](=[O:13])[CH3:12])=[CH:6][CH:5]=1)([O-:3])=[O:2].CO[CH:16](OC)[N:17]([CH3:19])[CH3:18]. Product: [CH3:16][N:17]([CH3:19])/[CH:18]=[C:10](\[C:7]1[CH:6]=[CH:5][C:4]([N+:1]([O-:3])=[O:2])=[CH:9][CH:8]=1)/[C:11](=[O:13])[CH3:12]. (2) Reactant: [NH2:1][N:2]1[C:7](=[O:8])[C:6]([C:9]2[NH:14][C:13]3[CH:15]=[CH:16][C:17]([O:19][CH2:20][C:21]4[CH:26]=[CH:25][CH:24]=[CH:23][CH:22]=4)=[CH:18][C:12]=3[S:11](=[O:28])(=[O:27])[N:10]=2)=[C:5]([OH:29])[C:4]2[S:30][CH:31]=[CH:32][C:3]1=2.[C:33]1(=O)[CH2:38][CH2:37][CH2:36][CH2:35][CH2:34]1. Product: [CH2:20]([O:19][C:17]1[CH:16]=[CH:15][C:13]2[NH:14][C:9]([C:6]3[C:7](=[O:8])[N:2]([N:1]=[C:33]4[CH2:38][CH2:37][CH2:36][CH2:35][CH2:34]4)[C:3]4[CH:32]=[CH:31][S:30][C:4]=4[C:5]=3[OH:29])=[N:10][S:11](=[O:28])(=[O:27])[C:12]=2[CH:18]=1)[C:21]1[CH:26]=[CH:25][CH:24]=[CH:23][CH:22]=1. The catalyst class is: 80. (3) Reactant: [CH3:1][O:2][C:3](=[O:13])[C:4]1[CH:9]=[C:8]([CH2:10]O)[CH:7]=[C:6]([F:12])[CH:5]=1. Product: [CH3:1][O:2][C:3](=[O:13])[C:4]1[CH:9]=[C:8]([CH3:10])[CH:7]=[C:6]([F:12])[CH:5]=1. The catalyst class is: 63. (4) Reactant: [CH:1]1([N:7]2[C:12](=[O:13])[CH2:11][C:10](=[O:14])[N:9]([CH2:15][CH2:16][CH2:17][CH2:18][CH2:19][C:20]([O:22]CC)=[O:21])[C:8]2=[O:25])[CH2:6][CH2:5][CH2:4][CH2:3][CH2:2]1.[N:26]([CH:29](CCCC)[C:30]([O:32]CC)=[O:31])=[C:27]=[O:28].C1(N)CCCCC1.C(Cl)(=O)CC(Cl)=O. Product: [C:30]([CH2:29][NH:26][C:27]([C:11]1[C:12](=[O:13])[N:7]([CH:1]2[CH2:2][CH2:3][CH2:4][CH2:5][CH2:6]2)[C:8](=[O:25])[N:9]([CH2:15][CH2:16][CH2:17][CH2:18][CH2:19][C:20]([OH:22])=[O:21])[C:10]=1[OH:14])=[O:28])([OH:32])=[O:31]. The catalyst class is: 4. (5) Reactant: Cl[CH2:2][C:3]1[N:4]=[C:5]([CH:8]2[CH2:13][CH2:12][CH:11]([NH:14][C:15](=[O:24])[O:16][CH2:17][C:18]3[CH:23]=[CH:22][CH:21]=[CH:20][CH:19]=3)[CH2:10][CH2:9]2)[S:6][CH:7]=1.[N:25]1([C:30]2[CH:35]=[CH:34][C:33]([OH:36])=[CH:32][CH:31]=2)[CH:29]=[N:28][N:27]=[N:26]1.C([O-])([O-])=O.[K+].[K+]. Product: [N:25]1([C:30]2[CH:35]=[CH:34][C:33]([O:36][CH2:2][C:3]3[N:4]=[C:5]([CH:8]4[CH2:13][CH2:12][CH:11]([NH:14][C:15](=[O:24])[O:16][CH2:17][C:18]5[CH:23]=[CH:22][CH:21]=[CH:20][CH:19]=5)[CH2:10][CH2:9]4)[S:6][CH:7]=3)=[CH:32][CH:31]=2)[CH:29]=[N:28][N:27]=[N:26]1. The catalyst class is: 18. (6) Reactant: [OH:1][C@H:2]([CH3:24])[C@H:3]([NH:8][C:9](=[O:23])[C:10]1[CH:15]=[CH:14][C:13]([C:16]#[C:17][C:18]#[C:19][CH2:20][CH2:21][OH:22])=[CH:12][CH:11]=1)[C:4](OC)=[O:5].[NH2:25][OH:26]. Product: [OH:1][C@H:2]([CH3:24])[C@H:3]([NH:8][C:9](=[O:23])[C:10]1[CH:15]=[CH:14][C:13]([C:16]#[C:17][C:18]#[C:19][CH2:20][CH2:21][OH:22])=[CH:12][CH:11]=1)[C:4]([NH:25][OH:26])=[O:5]. The catalyst class is: 41.